This data is from Full USPTO retrosynthesis dataset with 1.9M reactions from patents (1976-2016). The task is: Predict the reactants needed to synthesize the given product. (1) Given the product [Cl:5][CH2:6][C:7]1([CH3:10])[O:8][C:2](=[O:1])[NH:3][CH2:9]1, predict the reactants needed to synthesize it. The reactants are: [O-:1][C:2]#[N:3].[K+].[Cl:5][CH2:6][C:7]1([CH3:10])[CH2:9][O:8]1. (2) Given the product [CH3:1][CH:2]1[CH2:7][CH2:6][CH2:5][CH2:4][N:3]1[CH2:9][C:10]1[CH:11]=[CH:12][C:13]([C:14]([NH:16][C:17]2[CH:18]=[CH:19][C:20]([O:23][C:24](=[O:33])[N:25]([CH3:32])[C:26]3[CH:31]=[CH:30][CH:29]=[CH:28][CH:27]=3)=[N:21][CH:22]=2)=[O:15])=[CH:34][CH:35]=1, predict the reactants needed to synthesize it. The reactants are: [CH3:1][CH:2]1[CH2:7][CH2:6][CH2:5][CH2:4][NH:3]1.Cl[CH2:9][C:10]1[CH:35]=[CH:34][C:13]([C:14]([NH:16][C:17]2[CH:18]=[CH:19][C:20]([O:23][C:24](=[O:33])[N:25]([CH3:32])[C:26]3[CH:31]=[CH:30][CH:29]=[CH:28][CH:27]=3)=[N:21][CH:22]=2)=[O:15])=[CH:12][CH:11]=1.[I-].[Na+].O.